Dataset: Forward reaction prediction with 1.9M reactions from USPTO patents (1976-2016). Task: Predict the product of the given reaction. (1) Given the reactants [F:1][C:2]1[CH:7]=[CH:6][CH:5]=[CH:4][C:3]=1[CH:8]=[CH:9][C:10]([NH:12][C@H:13]([C:26]([OH:28])=[O:27])[CH2:14][CH2:15][CH2:16][CH2:17][NH:18]C(OC(C)(C)C)=O)=[O:11].[ClH:29].O1CCOCC1, predict the reaction product. The product is: [ClH:29].[F:1][C:2]1[CH:7]=[CH:6][CH:5]=[CH:4][C:3]=1[CH:8]=[CH:9][C:10]([NH:12][C@H:13]([C:26]([OH:28])=[O:27])[CH2:14][CH2:15][CH2:16][CH2:17][NH2:18])=[O:11]. (2) Given the reactants Cl.[C:2]([O:6][C:7]([N:9]1[CH2:14][CH2:13][NH:12][CH2:11][CH2:10]1)=[O:8])([CH3:5])([CH3:4])[CH3:3].Br[C:16]1[CH:17]=[CH:18][C:19]([F:22])=[N:20][CH:21]=1.C1C=CC(P(C2C=CC3C(=CC=CC=3)C=2C2C3C(=CC=CC=3)C=CC=2P(C2C=CC=CC=2)C2C=CC=CC=2)C2C=CC=CC=2)=CC=1.C(=O)([O-])[O-].[Cs+].[Cs+], predict the reaction product. The product is: [C:2]([O:6][C:7]([N:9]1[CH2:14][CH2:13][N:12]([C:16]2[CH:21]=[N:20][C:19]([F:22])=[CH:18][CH:17]=2)[CH2:11][CH2:10]1)=[O:8])([CH3:5])([CH3:3])[CH3:4]. (3) Given the reactants [H-].[Na+].[C:3]([O:7][C:8]([N:10]1[C:18]2[C:13](=[CH:14][CH:15]=[CH:16][CH:17]=2)[CH2:12][C@H:11]1[CH2:19][OH:20])=[O:9])([CH3:6])([CH3:5])[CH3:4].[CH3:21]I, predict the reaction product. The product is: [C:3]([O:7][C:8]([N:10]1[C:18]2[C:13](=[CH:14][CH:15]=[CH:16][CH:17]=2)[CH2:12][C@H:11]1[CH2:19][O:20][CH3:21])=[O:9])([CH3:6])([CH3:5])[CH3:4]. (4) Given the reactants [O:1]1[CH2:6][CH2:5][CH2:4][CH2:3][CH:2]1[CH2:7][O:8][C:9]1[N:14]=[N:13][C:12]([CH2:15][CH2:16][C:17]2[CH:24]=[CH:23][C:20]([CH:21]=O)=[CH:19][CH:18]=2)=[CH:11][CH:10]=1.[NH:25]1[CH2:29][CH2:28][CH2:27][CH2:26]1, predict the reaction product. The product is: [N:25]1([CH2:21][C:20]2[CH:23]=[CH:24][C:17]([CH2:16][CH2:15][C:12]3[N:13]=[N:14][C:9]([O:8][CH2:7][CH:2]4[CH2:3][CH2:4][CH2:5][CH2:6][O:1]4)=[CH:10][CH:11]=3)=[CH:18][CH:19]=2)[CH2:29][CH2:28][CH2:27][CH2:26]1.